This data is from Retrosynthesis with 50K atom-mapped reactions and 10 reaction types from USPTO. The task is: Predict the reactants needed to synthesize the given product. (1) Given the product CS(=O)(=O)Nc1ccc2c(c1)S(=O)(=O)N=C(c1c(O)c3cccn3n(Cc3ccc(F)cc3)c1=O)N2, predict the reactants needed to synthesize it. The reactants are: CS(N)(=O)=O.O=c1c(C2=NS(=O)(=O)c3cc(I)ccc3N2)c(O)c2cccn2n1Cc1ccc(F)cc1. (2) Given the product FC(F)(F)c1cccc(N2CCN(Cc3cn4cc(Cl)ccc4n3)CC2)c1, predict the reactants needed to synthesize it. The reactants are: ClCc1cn2cc(Cl)ccc2n1.FC(F)(F)c1cccc(N2CCNCC2)c1. (3) Given the product Cc1ccncc1-c1nc2cc(F)cc(F)c2c(Cl)c1C, predict the reactants needed to synthesize it. The reactants are: Cc1c(Cl)nc2cc(F)cc(F)c2c1Cl.Cc1ccncc1B(O)O. (4) The reactants are: C=CCN1C2CCC(O)C1(c1ccccc1)C(C#N)C2.FC(F)(F)c1cc(CBr)cc(C(F)(F)F)c1. Given the product C=CCN1[C@H]2CC[C@@H](OCc3cc(C(F)(F)F)cc(C(F)(F)F)c3)[C@]1(c1ccccc1)[C@@H](C#N)C2, predict the reactants needed to synthesize it. (5) Given the product CCOC(=O)c1c(C)nc(SC)nc1Nc1cc(OC)cc(OC)c1, predict the reactants needed to synthesize it. The reactants are: CCOC(=O)c1c(C)nc(SC)nc1Cl.COc1cc(N)cc(OC)c1. (6) Given the product COc1ccc(-c2csc(Nc3ccc(-c4cccc5c4CNC5=O)cc3)n2)cc1, predict the reactants needed to synthesize it. The reactants are: COc1ccc(C(=O)CBr)cc1.NC(=S)Nc1ccc(-c2cccc3c2CNC3=O)cc1.